Dataset: Forward reaction prediction with 1.9M reactions from USPTO patents (1976-2016). Task: Predict the product of the given reaction. (1) Given the reactants [Br:1][C:2]1[CH:15]=[CH:14][C:5]([O:6][CH2:7][C:8](N(OC)C)=[O:9])=[C:4]([O:16][CH3:17])[CH:3]=1.[CH:18]1([Mg]Br)[CH2:20][CH2:19]1.[NH4+].[Cl-], predict the reaction product. The product is: [Br:1][C:2]1[CH:15]=[CH:14][C:5]([O:6][CH2:7][C:8]([CH:18]2[CH2:20][CH2:19]2)=[O:9])=[C:4]([O:16][CH3:17])[CH:3]=1. (2) Given the reactants [Cl:1][C:2]1[C:27]([O:28][CH3:29])=[CH:26][C:25]([O:30][CH3:31])=[C:24]([F:32])[C:3]=1[NH:4][CH2:5][C:6]1[C:7](Cl)=[C:8]2[CH:14]=[CH:13][N:12]([CH2:15][O:16][CH2:17][CH2:18][Si:19]([CH3:22])([CH3:21])[CH3:20])[C:9]2=[N:10][CH:11]=1.[CH:33]1([NH2:37])[CH2:36][CH2:35][CH2:34]1.CC1(C)C2C=CC=C(P(C3C=CC=CC=3)C3C=CC=CC=3)C=2OC2C1=CC=CC=2P(C1C=CC=CC=1)C1C=CC=CC=1.C(=O)([O-])[O-].[Cs+].[Cs+].O1CCOCC1, predict the reaction product. The product is: [Cl:1][C:2]1[C:27]([O:28][CH3:29])=[CH:26][C:25]([O:30][CH3:31])=[C:24]([F:32])[C:3]=1[NH:4][CH2:5][C:6]1[CH:11]=[N:10][C:9]2[N:12]([CH2:15][O:16][CH2:17][CH2:18][Si:19]([CH3:22])([CH3:21])[CH3:20])[CH:13]=[CH:14][C:8]=2[C:7]=1[NH:37][CH:33]1[CH2:36][CH2:35][CH2:34]1.